From a dataset of Full USPTO retrosynthesis dataset with 1.9M reactions from patents (1976-2016). Predict the reactants needed to synthesize the given product. (1) Given the product [C:48]([O:47][C:45]([N:11]1[CH2:15][C@@H:14]([OH:16])[C@H:13]2[O:24][CH2:25][C:26]([O:29][CH3:30])([O:27][CH3:28])[C@@H:12]12)=[O:46])([CH3:49])([CH3:50])[CH3:51], predict the reactants needed to synthesize it. The reactants are: C(OC([N:11]1[CH2:15][CH:14]([O:16]CC2C=CC=CC=2)[CH:13]2[O:24][CH2:25][C:26]([O:29][CH3:30])([O:27][CH3:28])[CH:12]12)=O)C1C=CC=CC=1.C([O-])([O-])=O.[Na+].[Na+].[CH3:49][C:48]([O:47][C:45](O[C:45]([O:47][C:48]([CH3:51])([CH3:50])[CH3:49])=[O:46])=[O:46])([CH3:51])[CH3:50]. (2) Given the product [ClH:17].[ClH:17].[CH3:1][N:2]1[CH2:9][CH2:8][NH2+:7][CH2:6][C:3]21[CH2:5][CH2:4]2, predict the reactants needed to synthesize it. The reactants are: [CH3:1][N:2]1[CH2:9][CH2:8][N:7](CC2C=CC=CC=2)[CH2:6][C:3]21[CH2:5][CH2:4]2.[ClH:17]. (3) The reactants are: Cl.Br[C:3]1[CH:4]=[C:5]2[C:10](=[CH:11][C:12]=1[O:13][CH3:14])[N:9]=[N:8][C:7]([C:15]([NH2:17])=[O:16])=[C:6]2[NH:18][C:19]1[CH:24]=[CH:23][C:22]([CH3:25])=[CH:21][C:20]=1[F:26].CC1(C)C(C)(C)OB([C:35]2[CH2:40][CH2:39][N:38]([C:41]([O:43][C:44]([CH3:47])([CH3:46])[CH3:45])=[O:42])[CH2:37][CH:36]=2)O1.P([O-])([O-])([O-])=O.[K+].[K+].[K+].C1(P(C2CCCCC2)C2C=CC=CC=2C2C(OC)=CC=CC=2OC)CCCCC1. Given the product [NH2:17][C:15]([C:7]1[N:8]=[N:9][C:10]2[C:5]([C:6]=1[NH:18][C:19]1[CH:24]=[CH:23][C:22]([CH3:25])=[CH:21][C:20]=1[F:26])=[CH:4][C:3]([C:35]1[CH2:40][CH2:39][N:38]([C:41]([O:43][C:44]([CH3:47])([CH3:46])[CH3:45])=[O:42])[CH2:37][CH:36]=1)=[C:12]([O:13][CH3:14])[CH:11]=2)=[O:16], predict the reactants needed to synthesize it. (4) Given the product [OH:9][C:10]1[CH:18]=[CH:17][C:16]([C:19]([F:20])([F:21])[F:22])=[CH:15][C:11]=1[C:12]([OH:14])=[O:13], predict the reactants needed to synthesize it. The reactants are: IC1CCCCC1.C[O:9][C:10]1[CH:18]=[CH:17][C:16]([C:19]([F:22])([F:21])[F:20])=[CH:15][C:11]=1[C:12]([OH:14])=[O:13]. (5) Given the product [Cl:1][C:2]1[CH:3]=[C:4]([CH:6]=[CH:7][C:8]=1[F:9])[NH:5][CH2:15][C:14]1[CH:17]=[CH:18][C:19]([O:20][CH3:21])=[C:12]([O:11][CH3:10])[CH:13]=1, predict the reactants needed to synthesize it. The reactants are: [Cl:1][C:2]1[CH:3]=[C:4]([CH:6]=[CH:7][C:8]=1[F:9])[NH2:5].[CH3:10][O:11][C:12]1[CH:13]=[C:14]([CH:17]=[CH:18][C:19]=1[O:20][CH3:21])[CH:15]=O.ClCCCl.[Na]. (6) The reactants are: O=C1C2C(=CC=CC=2)C(=O)[N:3]1[CH2:12][CH:13]1[N:22]2[C:17](=[CH:18][C:19](=[O:28])[C:20]([C:23]([O:25][CH2:26][CH3:27])=[O:24])=[CH:21]2)[C:16]2[CH:29]=[C:30]([O:36][CH2:37][CH3:38])[C:31]([O:33][CH2:34][CH3:35])=[CH:32][C:15]=2[CH2:14]1.O.NN. Given the product [NH2:3][CH2:12][CH:13]1[N:22]2[C:17](=[CH:18][C:19](=[O:28])[C:20]([C:23]([O:25][CH2:26][CH3:27])=[O:24])=[CH:21]2)[C:16]2[CH:29]=[C:30]([O:36][CH2:37][CH3:38])[C:31]([O:33][CH2:34][CH3:35])=[CH:32][C:15]=2[CH2:14]1, predict the reactants needed to synthesize it. (7) Given the product [Cl:17][C:14]1[N:13]=[C:12]([CH3:18])[C:11]([O:29][C:26](=[O:28])[CH3:27])=[CH:16][CH:15]=1, predict the reactants needed to synthesize it. The reactants are: B(F)(F)F.CCOCC.N[C:11]1[C:12]([CH3:18])=[N:13][C:14]([Cl:17])=[CH:15][CH:16]=1.N(OC(C)(C)C)=O.[C:26]([O:29]C(=O)C)(=[O:28])[CH3:27]. (8) Given the product [N:12]([CH2:2][CH2:3][CH2:4][CH2:5][CH2:6][C:7]([O:9][CH2:10][CH3:11])=[O:8])=[N+:13]=[N-:14], predict the reactants needed to synthesize it. The reactants are: Br[CH2:2][CH2:3][CH2:4][CH2:5][CH2:6][C:7]([O:9][CH2:10][CH3:11])=[O:8].[N-:12]=[N+:13]=[N-:14].[Na+].O. (9) Given the product [Cl:13][CH:10]([C:2]1[NH:3][C:4]2[CH:9]=[CH:8][CH:7]=[CH:6][C:5]=2[N:1]=1)[CH3:11], predict the reactants needed to synthesize it. The reactants are: [NH:1]1[C:5]2[CH:6]=[CH:7][CH:8]=[CH:9][C:4]=2[N:3]=[C:2]1[CH:10](O)[CH3:11].[Cl:13]C(Cl)C.S(Cl)(Cl)=O.